This data is from Full USPTO retrosynthesis dataset with 1.9M reactions from patents (1976-2016). The task is: Predict the reactants needed to synthesize the given product. Given the product [CH3:1][NH:2][C:3]([NH:34][CH2:33][C:28]1([C:22]2[CH:23]=[CH:24][CH:25]=[CH:26][CH:27]=2)[O:32][CH2:31][CH2:30][O:29]1)=[O:4], predict the reactants needed to synthesize it. The reactants are: [CH3:1][NH:2][C:3](=O)[O:4]C1C=CC([N+]([O-])=O)=CC=1.C(N(CC)CC)C.[C:22]1([C:28]2([CH2:33][NH2:34])[O:32][CH2:31][CH2:30][O:29]2)[CH:27]=[CH:26][CH:25]=[CH:24][CH:23]=1.